This data is from Full USPTO retrosynthesis dataset with 1.9M reactions from patents (1976-2016). The task is: Predict the reactants needed to synthesize the given product. (1) Given the product [CH3:33][O:32][C:29]1[CH:28]=[CH:27][C:26]([NH:25][C:23](=[O:24])[C:22]2[CH:34]=[CH:35][CH:36]=[CH:37][C:21]=2[NH:20][C:11]([CH:10]2[CH2:9][CH2:8][N:7]([C:4]3[CH:3]=[CH:2][N:1]=[CH:6][CH:5]=3)[CH2:15][CH2:14]2)=[O:13])=[CH:31][CH:30]=1, predict the reactants needed to synthesize it. The reactants are: [N:1]1[CH:6]=[CH:5][C:4]([N:7]2[CH2:15][CH2:14][CH:10]([C:11]([OH:13])=O)[CH2:9][CH2:8]2)=[CH:3][CH:2]=1.S(Cl)(Cl)=O.[NH2:20][C:21]1[CH:37]=[CH:36][CH:35]=[CH:34][C:22]=1[C:23]([NH:25][C:26]1[CH:31]=[CH:30][C:29]([O:32][CH3:33])=[CH:28][CH:27]=1)=[O:24].N1C=CC=CC=1. (2) Given the product [Cl:1][C:2]1[CH:3]=[C:4]([CH:9]([OH:11])[CH3:10])[CH:5]=[C:6]([Cl:8])[CH:7]=1, predict the reactants needed to synthesize it. The reactants are: [Cl:1][C:2]1[CH:3]=[C:4]([C:9](=[O:11])[CH3:10])[CH:5]=[C:6]([Cl:8])[CH:7]=1.[BH4-].[Na+]. (3) Given the product [Cl:1][C:2]1[CH:3]=[C:4]([C@H:9]2[C@H:15]([CH2:16][N:25]3[CH:30]=[CH:29][CH:28]=[CH:27][C:26]3=[O:31])[O:14][CH2:13][CH2:12][N:11]([C:18]([O:20][C:21]([CH3:24])([CH3:23])[CH3:22])=[O:19])[CH2:10]2)[CH:5]=[CH:6][C:7]=1[Cl:8], predict the reactants needed to synthesize it. The reactants are: [Cl:1][C:2]1[CH:3]=[C:4]([C@H:9]2[C@H:15]([CH2:16]I)[O:14][CH2:13][CH2:12][N:11]([C:18]([O:20][C:21]([CH3:24])([CH3:23])[CH3:22])=[O:19])[CH2:10]2)[CH:5]=[CH:6][C:7]=1[Cl:8].[NH:25]1[CH:30]=[CH:29][CH:28]=[CH:27][C:26]1=[O:31].C(=O)([O-])[O-].[K+].[K+].O. (4) Given the product [NH2:3][C:4]1[C:5]([C:9]2[N:10]([CH2:38][CH3:39])[C:11]3[CH:16]=[C:15]([CH2:17][CH2:18][CH2:19][NH2:20])[N:14]=[C:13]([C:31]#[C:32][C:33]([CH3:35])([OH:36])[CH3:34])[C:12]=3[N:37]=2)=[N:6][O:7][N:8]=1, predict the reactants needed to synthesize it. The reactants are: CN.[NH2:3][C:4]1[C:5]([C:9]2[N:10]([CH2:38][CH3:39])[C:11]3[CH:16]=[C:15]([CH2:17][CH2:18][CH2:19][N:20]4C(=O)C5C(=CC=CC=5)C4=O)[N:14]=[C:13]([C:31]#[C:32][C:33]([OH:36])([CH3:35])[CH3:34])[C:12]=3[N:37]=2)=[N:6][O:7][N:8]=1. (5) Given the product [Br:1][C:2]1[CH:7]=[CH:6][C:5]([CH2:8][CH3:9])=[C:4]2[C:3]=1[CH:13]=[CH:14][NH:10]2, predict the reactants needed to synthesize it. The reactants are: [Br:1][C:2]1[CH:7]=[CH:6][C:5]([CH2:8][CH3:9])=[C:4]([N+:10]([O-])=O)[CH:3]=1.[CH:13]([Mg]Br)=[CH2:14]. (6) Given the product [NH2:17][C@@H:18]([CH2:19][CH:20]([CH3:22])[CH3:21])[C:23]([N:14]1[CH2:15][CH2:16][N:11]([C:8]2[CH:9]=[CH:10][N:5]3[N:4]=[CH:3][C:2]([Br:1])=[C:6]3[N:7]=2)[CH2:12][CH2:13]1)=[O:24], predict the reactants needed to synthesize it. The reactants are: [Br:1][C:2]1[CH:3]=[N:4][N:5]2[CH:10]=[CH:9][C:8]([N:11]3[CH2:16][CH2:15][NH:14][CH2:13][CH2:12]3)=[N:7][C:6]=12.[NH:17](C(OC(C)(C)C)=O)[C@H:18]([C:23](O)=[O:24])[CH2:19][CH:20]([CH3:22])[CH3:21].CN(C(ON1N=NC2C=CC=NC1=2)=[N+](C)C)C.F[P-](F)(F)(F)(F)F.C(N(CC)CC)C.